This data is from Reaction yield outcomes from USPTO patents with 853,638 reactions. The task is: Predict the reaction yield, written as a fraction of the theoretical maximum amount of product (1.0 means a 100% yield; for example, 0.34 means a 34% yield). (1) The reactants are C(OC([N:8]1[CH2:13][CH2:12][C:11]([O:15][CH3:16])([CH3:14])[CH2:10][CH2:9]1)=O)(C)(C)C.[C:17]([OH:23])([C:19]([F:22])([F:21])[F:20])=[O:18]. The catalyst is C(Cl)Cl. The product is [F:20][C:19]([F:22])([F:21])[C:17]([OH:23])=[O:18].[CH3:16][O:15][C:11]1([CH3:14])[CH2:12][CH2:13][NH:8][CH2:9][CH2:10]1. The yield is 0.995. (2) The reactants are [CH:1]1([C:4]2[CH:5]=[C:6]([NH:11][CH:12]3[CH2:17][CH2:16][N:15]([C@H:18]4[CH2:23][CH2:22][C@H:21]([O:24][CH2:25][CH3:26])[CH2:20][CH2:19]4)[CH2:14][CH2:13]3)[C:7]([NH2:10])=[CH:8][CH:9]=2)[CH2:3][CH2:2]1.C(N(C(C)C)CC)(C)C.[Cl:36][C:37](Cl)([O:39]C(=O)OC(Cl)(Cl)Cl)Cl. The catalyst is ClCCl. The product is [ClH:36].[CH:1]1([C:4]2[CH:9]=[CH:8][C:7]3[NH:10][C:37](=[O:39])[N:11]([CH:12]4[CH2:13][CH2:14][N:15]([C@H:18]5[CH2:23][CH2:22][C@H:21]([O:24][CH2:25][CH3:26])[CH2:20][CH2:19]5)[CH2:16][CH2:17]4)[C:6]=3[CH:5]=2)[CH2:2][CH2:3]1. The yield is 0.720. (3) The reactants are [Cl:1][C:2]1[C:3]([CH:9]2[CH2:11][CH:10]2[C:12]([O:14]CC)=[O:13])=[N:4][CH:5]=[C:6]([Cl:8])[CH:7]=1.[OH-].[Na+]. The catalyst is C(O)C. The product is [Cl:1][C:2]1[C:3]([CH:9]2[CH2:11][CH:10]2[C:12]([OH:14])=[O:13])=[N:4][CH:5]=[C:6]([Cl:8])[CH:7]=1. The yield is 0.870. (4) The reactants are [OH:1][C:2]1[CH:11]=[CH:10][C:5]([C:6]([O:8][CH3:9])=[O:7])=[CH:4][C:3]=1I.[C:13]([C:15]1[CH:16]=[C:17]([O:21][CH3:22])[CH:18]=[CH:19][CH:20]=1)#[CH:14].CN(C)C(N(C)C)=N. The catalyst is CN(C)C=O.C(OCC)(=O)C.Cl[Pd](Cl)([P](C1C=CC=CC=1)(C1C=CC=CC=1)C1C=CC=CC=1)[P](C1C=CC=CC=1)(C1C=CC=CC=1)C1C=CC=CC=1.[Cu]I. The product is [CH3:22][O:21][C:17]1[CH:16]=[C:15]([C:13]2[O:1][C:2]3[CH:11]=[CH:10][C:5]([C:6]([O:8][CH3:9])=[O:7])=[CH:4][C:3]=3[CH:14]=2)[CH:20]=[CH:19][CH:18]=1. The yield is 0.910.